Dataset: Reaction yield outcomes from USPTO patents with 853,638 reactions. Task: Predict the reaction yield, written as a fraction of the theoretical maximum amount of product (1.0 means a 100% yield; for example, 0.34 means a 34% yield). (1) The product is [C:1]([O:5][C:6]([NH:8][CH2:9][CH:10]1[CH2:11][CH2:12][N:13]([CH2:16][C:17]2([C:21]([OH:23])=[O:22])[CH2:18][CH2:19][CH2:20]2)[CH2:14][CH2:15]1)=[O:7])([CH3:4])([CH3:2])[CH3:3]. The catalyst is CCO. The reactants are [C:1]([O:5][C:6]([NH:8][CH2:9][CH:10]1[CH2:15][CH2:14][N:13]([CH2:16][C:17]2([C:21]([O:23]CC)=[O:22])[CH2:20][CH2:19][CH2:18]2)[CH2:12][CH2:11]1)=[O:7])([CH3:4])([CH3:3])[CH3:2].[OH-].[Na+].Cl. The yield is 0.980. (2) The reactants are [CH2:1]([O:3][C:4]1[CH:12]=[CH:11][C:7]([C:8]([OH:10])=O)=[CH:6][CH:5]=1)[CH3:2].C(N1C=CN=C1)(N1C=CN=C1)=O.C(=O)=O.[NH2:28][CH2:29][CH2:30][CH2:31][CH2:32][OH:33]. The catalyst is C1COCC1. The product is [OH:33][CH2:32][CH2:31][CH2:30][CH2:29][NH:28][C:8](=[O:10])[C:7]1[CH:6]=[CH:5][C:4]([O:3][CH2:1][CH3:2])=[CH:12][CH:11]=1. The yield is 0.877. (3) The reactants are [Sn](Cl)(Cl)(Cl)Cl.[Cl:6][C:7]1[CH:8]=[C:9]2[C:13](=[CH:14][CH:15]=1)[N:12](C)[C:11]([C:17]1[CH:22]=[CH:21][C:20]([Cl:23])=[CH:19][CH:18]=1)=[CH:10]2.[Cl:24][CH2:25][CH:26]1[CH2:28][O:27]1.C(=O)([O-])[O-].[Na+].[Na+]. The catalyst is ClCCl.O. The product is [Cl:6][C:7]1[CH:8]=[C:9]2[C:13](=[CH:14][CH:15]=1)[NH:12][C:11]([C:17]1[CH:18]=[CH:19][C:20]([Cl:23])=[CH:21][CH:22]=1)=[C:10]2[CH2:28][CH:26]([CH2:25][Cl:24])[OH:27]. The yield is 0.660. (4) The reactants are Cl.[F:2][C:3]1([F:14])[CH2:7][NH:6][C@H:5]([CH:8]([CH3:13])[CH2:9][C:10]([OH:12])=[O:11])[CH2:4]1.[CH2:15]([O:17][C:18]([C:20]1[C@H:21]([C:33]2[CH:38]=[CH:37][C:36]([F:39])=[CH:35][C:34]=2[Br:40])[N:22]=[C:23]([C:28]2[S:29][CH:30]=[CH:31][N:32]=2)[NH:24][C:25]=1[CH2:26]Br)=[O:19])[CH3:16].C([O-])([O-])=O.[K+].[K+]. The catalyst is C(O)C. The product is [Br:40][C:34]1[CH:35]=[C:36]([F:39])[CH:37]=[CH:38][C:33]=1[C@@H:21]1[N:22]=[C:23]([C:28]2[S:29][CH:30]=[CH:31][N:32]=2)[NH:24][C:25]([CH2:26][N:6]2[CH2:7][C:3]([F:2])([F:14])[CH2:4][C@H:5]2[CH:8]([CH3:13])[CH2:9][C:10]([OH:12])=[O:11])=[C:20]1[C:18]([O:17][CH2:15][CH3:16])=[O:19]. The yield is 0.146. (5) The reactants are O[CH2:2][C:3]1[C:4]2[O:12][CH:11]=[CH:10][C:5]=2[C:6](=[O:9])O[CH:8]=1.[C:13]([O-:16])(=[O:15])C.[NH4+:17].[C:18](O)(=O)C. The catalyst is C(OC(=O)C)C. The product is [O:9]=[C:6]1[C:5]2[CH:10]=[CH:11][O:12][C:4]=2[C:3]([CH2:2][C:13]([O:16][CH3:18])=[O:15])=[CH:8][NH:17]1. The yield is 0.420. (6) The reactants are [C:1]1([Mg]Br)[CH:6]=[CH:5][CH:4]=[CH:3][CH:2]=1.[CH2:9]([CH:11]1[O:13][CH2:12]1)[Br:10].O.CC(C)=O.OS(O)(=O)=O.O=[Cr](=O)=O. The catalyst is CCOCC.CC(C)=O. The product is [Br:10][CH2:9][C:11]([CH2:12][C:1]1[CH:6]=[CH:5][CH:4]=[CH:3][CH:2]=1)=[O:13]. The yield is 0.750. (7) The reactants are [NH2:1][C:2]1[CH:3]=[CH:4][C:5]([C:8]([O:10][CH2:11][CH3:12])=[O:9])=[N:6][CH:7]=1.Cl[C:14]1[C:19]([N+:20]([O-:22])=[O:21])=[CH:18][C:17]([CH3:23])=[CH:16][N:15]=1. No catalyst specified. The product is [CH3:23][C:17]1[CH:18]=[C:19]([N+:20]([O-:22])=[O:21])[C:14]([NH:1][C:2]2[CH:3]=[CH:4][C:5]([C:8]([O:10][CH2:11][CH3:12])=[O:9])=[N:6][CH:7]=2)=[N:15][CH:16]=1. The yield is 0.530. (8) The reactants are [CH3:1][O:2][C:3]1[CH:8]=[C:7]([N:9]2[CH2:14][CH2:13][N:12]([CH3:15])[CH2:11][CH2:10]2)[N:6]=[CH:5][C:4]=1[NH2:16].CS([C:20]1[N:21]=[CH:22][C:23]2[CH:29]=[CH:28][C:27](=[O:30])[N:26]([C:31]3[CH:32]=[C:33]([NH:37][C:38](=[O:44])[O:39][C:40]([CH3:43])([CH3:42])[CH3:41])[CH:34]=[CH:35][CH:36]=3)[C:24]=2[N:25]=1)=O.CCN(C(C)C)C(C)C. The catalyst is C(O)(C)(C)C. The product is [CH3:1][O:2][C:3]1[CH:8]=[C:7]([N:9]2[CH2:14][CH2:13][N:12]([CH3:15])[CH2:11][CH2:10]2)[N:6]=[CH:5][C:4]=1[NH:16][C:20]1[N:21]=[CH:22][C:23]2[CH:29]=[CH:28][C:27](=[O:30])[N:26]([C:31]3[CH:32]=[C:33]([NH:37][C:38](=[O:44])[O:39][C:40]([CH3:42])([CH3:41])[CH3:43])[CH:34]=[CH:35][CH:36]=3)[C:24]=2[N:25]=1. The yield is 0.770. (9) The reactants are [N:1]1[CH:6]=[CH:5][CH:4]=[C:3]([CH2:7][C:8](Cl)=[O:9])[CH:2]=1.[CH:11]1([NH:17][C:18]2[N:23]3[N:24]=[C:25]([NH2:27])[N:26]=[C:22]3[CH:21]=[CH:20][CH:19]=2)[CH2:16][CH2:15][CH2:14][CH2:13][CH2:12]1.N1C=CC=CC=1.CCOCC. The catalyst is C(Cl)Cl.O. The product is [CH:11]1([NH:17][C:18]2[N:23]3[N:24]=[C:25]([NH:27][C:8](=[O:9])[CH2:7][C:3]4[CH:2]=[N:1][CH:6]=[CH:5][CH:4]=4)[N:26]=[C:22]3[CH:21]=[CH:20][CH:19]=2)[CH2:12][CH2:13][CH2:14][CH2:15][CH2:16]1. The yield is 0.410. (10) The reactants are Cl.[CH:2]12[O:10][CH:6]([CH2:7][NH:8][CH2:9]1)[CH2:5][N:4]([C:11]([O:13][C:14]([CH3:17])([CH3:16])[CH3:15])=[O:12])[CH2:3]2.C([O-])([O-])=O.[K+].[K+].Cl[CH2:25][C:26](=[O:31])[C:27]([CH3:30])([CH3:29])[CH3:28]. The catalyst is CC#N. The product is [CH3:28][C:27]([CH3:30])([CH3:29])[C:26](=[O:31])[CH2:25][N:8]1[CH2:7][CH:6]2[O:10][CH:2]([CH2:3][N:4]([C:11]([O:13][C:14]([CH3:17])([CH3:16])[CH3:15])=[O:12])[CH2:5]2)[CH2:9]1. The yield is 0.855.